This data is from NCI-60 drug combinations with 297,098 pairs across 59 cell lines. The task is: Regression. Given two drug SMILES strings and cell line genomic features, predict the synergy score measuring deviation from expected non-interaction effect. (1) Cell line: HCC-2998. Drug 2: CN(C)C1=NC(=NC(=N1)N(C)C)N(C)C. Synergy scores: CSS=-5.67, Synergy_ZIP=8.95, Synergy_Bliss=10.0, Synergy_Loewe=-3.77, Synergy_HSA=-3.23. Drug 1: CC1=C(C=C(C=C1)NC2=NC=CC(=N2)N(C)C3=CC4=NN(C(=C4C=C3)C)C)S(=O)(=O)N.Cl. (2) Synergy scores: CSS=10.2, Synergy_ZIP=5.25, Synergy_Bliss=10.3, Synergy_Loewe=9.14, Synergy_HSA=9.28. Drug 1: CC1=C(C=C(C=C1)NC2=NC=CC(=N2)N(C)C3=CC4=NN(C(=C4C=C3)C)C)S(=O)(=O)N.Cl. Cell line: UACC62. Drug 2: CS(=O)(=O)CCNCC1=CC=C(O1)C2=CC3=C(C=C2)N=CN=C3NC4=CC(=C(C=C4)OCC5=CC(=CC=C5)F)Cl. (3) Drug 1: C1CN1C2=NC(=NC(=N2)N3CC3)N4CC4. Drug 2: C(CCl)NC(=O)N(CCCl)N=O. Cell line: CAKI-1. Synergy scores: CSS=44.2, Synergy_ZIP=-6.55, Synergy_Bliss=-4.90, Synergy_Loewe=-27.1, Synergy_HSA=-2.25.